From a dataset of Reaction yield outcomes from USPTO patents with 853,638 reactions. Predict the reaction yield, written as a fraction of the theoretical maximum amount of product (1.0 means a 100% yield; for example, 0.34 means a 34% yield). (1) The reactants are Cl[C:2]1[C:20]([N+:21]([O-:23])=[O:22])=[CH:19][C:18]([N+:24]([O-:26])=[O:25])=[CH:17][C:3]=1[C:4]([NH:6][CH2:7][CH:8]([O:10][CH:11]1[CH2:16][CH2:15][CH2:14][CH2:13][O:12]1)[CH3:9])=[O:5].[NH:27]([CH2:31][CH2:32][OH:33])[CH2:28][CH2:29][OH:30]. No catalyst specified. The product is [OH:30][CH2:29][CH2:28][N:27]([CH2:31][CH2:32][OH:33])[C:2]1[C:20]([N+:21]([O-:23])=[O:22])=[CH:19][C:18]([N+:24]([O-:26])=[O:25])=[CH:17][C:3]=1[C:4]([NH:6][CH2:7][CH:8]([O:10][CH:11]1[CH2:16][CH2:15][CH2:14][CH2:13][O:12]1)[CH3:9])=[O:5]. The yield is 0.950. (2) The reactants are C[O:2][C:3](=[O:24])[C:4]1[CH:9]=[C:8]([C:10]2[S:11][CH:12]=[C:13]([C:15]3[CH:20]=[CH:19][C:18]([Cl:21])=[C:17]([Cl:22])[CH:16]=3)[N:14]=2)[CH:7]=[CH:6][C:5]=1Br.[Cl:25][C:26]1[CH:31]=[CH:30][C:29](B(O)O)=[CH:28][C:27]=1[C:35]#[N:36]. No catalyst specified. The product is [Cl:25][C:26]1[CH:31]=[CH:30][C:29]([C:5]2[C:4]([C:3]([OH:2])=[O:24])=[CH:9][C:8]([C:10]3[S:11][CH:12]=[C:13]([C:15]4[CH:20]=[CH:19][C:18]([Cl:21])=[C:17]([Cl:22])[CH:16]=4)[N:14]=3)=[CH:7][CH:6]=2)=[CH:28][C:27]=1[C:35]#[N:36]. The yield is 0.190. (3) The reactants are [OH:1][CH2:2][C:3]1[C:4]([C:20]([F:23])([F:22])[F:21])=[N:5][N:6]([CH2:8][C:9]2[NH:10][C:11](=[O:19])[C:12]3[CH:17]=[C:16]([CH3:18])[S:15][C:13]=3[N:14]=2)[CH:7]=1.[H-].[Na+].I[CH3:27].Cl. The catalyst is CN(C=O)C. The product is [OH:1][CH2:2][C:3]1[C:4]([C:20]([F:22])([F:21])[F:23])=[N:5][N:6]([CH2:8][C:9]2[N:10]([CH3:27])[C:11](=[O:19])[C:12]3[CH:17]=[C:16]([CH3:18])[S:15][C:13]=3[N:14]=2)[CH:7]=1. The yield is 0.310. (4) The reactants are [CH2:1]([O:3][C:4]([C:6]1[N:7]=[C:8]([C:11]2[CH:16]=[CH:15][CH:14]=[CH:13][CH:12]=2)[O:9][CH:10]=1)=[O:5])[CH3:2].[Cl:17]N1C(=O)CCC1=O. The catalyst is S(=O)(=O)(O)O.C(Cl)(Cl)Cl. The product is [CH2:1]([O:3][C:4]([C:6]1[N:7]=[C:8]([C:11]2[CH:16]=[CH:15][CH:14]=[CH:13][CH:12]=2)[O:9][C:10]=1[Cl:17])=[O:5])[CH3:2]. The yield is 0.370.